The task is: Predict the product of the given reaction.. This data is from Forward reaction prediction with 1.9M reactions from USPTO patents (1976-2016). (1) Given the reactants [C:1]([C:3]1[C:4]([N:18]2[CH2:21][CH:20]([C:22]([OH:24])=O)[CH2:19]2)=[N:5][C:6]([CH3:17])=[C:7]([C:9]([O:11][CH2:12][C:13]([F:16])([F:15])[F:14])=[O:10])[CH:8]=1)#[N:2].[C:25]1([CH2:31][S:32]([NH2:35])(=[O:34])=[O:33])[CH:30]=[CH:29][CH:28]=[CH:27][CH:26]=1.CCN=C=NCCCN(C)C.C1C=CC2N(O)N=NC=2C=1.CCN(C(C)C)C(C)C, predict the reaction product. The product is: [CH2:31]([S:32]([NH:35][C:22]([CH:20]1[CH2:21][N:18]([C:4]2[C:3]([C:1]#[N:2])=[CH:8][C:7]([C:9]([O:11][CH2:12][C:13]([F:14])([F:16])[F:15])=[O:10])=[C:6]([CH3:17])[N:5]=2)[CH2:19]1)=[O:24])(=[O:34])=[O:33])[C:25]1[CH:30]=[CH:29][CH:28]=[CH:27][CH:26]=1. (2) Given the reactants [CH3:1][O:2][C:3](=[O:8])/[CH:4]=[C:5](/[O-:7])\[CH3:6].[Na+].[I-].[K+].Br[CH:13]=[CH:14][CH2:15][CH2:16][CH3:17], predict the reaction product. The product is: [C:5]([CH:4]([CH2:17][CH2:16][CH2:15][CH:14]=[CH2:13])[C:3]([O:2][CH3:1])=[O:8])(=[O:7])[CH3:6]. (3) Given the reactants [CH3:1][O:2][C:3]1[CH:4]=[C:5]2[C:19](=[CH:20][CH:21]=1)[C:9]1[O:10][C:11]3([CH2:17][S:18][C:8]=1[C:7](=[O:22])[C:6]2=[O:23])[CH2:16][CH2:15][NH:14][CH2:13][CH2:12]3.[CH2:24]([C@H:31]1[CH2:33][O:32]1)[C:25]1[CH:30]=[CH:29][CH:28]=[CH:27][CH:26]=1, predict the reaction product. The product is: [OH:32][C@@H:31]([CH2:24][C:25]1[CH:30]=[CH:29][CH:28]=[CH:27][CH:26]=1)[CH2:33][N:14]1[CH2:15][CH2:16][C:11]2([O:10][C:9]3[C:19]4[C:5]([C:6](=[O:23])[C:7](=[O:22])[C:8]=3[S:18][CH2:17]2)=[CH:4][C:3]([O:2][CH3:1])=[CH:21][CH:20]=4)[CH2:12][CH2:13]1. (4) Given the reactants [Cl:1][C:2]1[N:7]=[C:6]([C:8](Cl)=[O:9])[CH:5]=[N:4][CH:3]=1.C(N(CC)CC)C.[NH2:18][C:19]1[CH:24]=[CH:23][CH:22]=[C:21]([CH3:25])[CH:20]=1, predict the reaction product. The product is: [Cl:1][C:2]1[N:7]=[C:6]([C:8]([NH:18][C:19]2[CH:20]=[C:21]([CH3:25])[CH:22]=[CH:23][CH:24]=2)=[O:9])[CH:5]=[N:4][CH:3]=1.